Dataset: Acute oral toxicity (LD50) regression data from Zhu et al.. Task: Regression/Classification. Given a drug SMILES string, predict its toxicity properties. Task type varies by dataset: regression for continuous values (e.g., LD50, hERG inhibition percentage) or binary classification for toxic/non-toxic outcomes (e.g., AMES mutagenicity, cardiotoxicity, hepatotoxicity). Dataset: ld50_zhu. (1) The rat oral LD50 is 1.66, given as -log10 of the dose in mol/kg body weight (higher means more acutely toxic). The drug is CCOC(=O)CC(CC(=O)OCC)(OC(C)=O)C(=O)OCC. (2) The drug is O=C(O)C1CSC(c2ccccc2O)N1C(=O)CCS. The rat oral LD50 is 1.58, given as -log10 of the dose in mol/kg body weight (higher means more acutely toxic). (3) The drug is N#CCc1ccc(Cl)cc1. The rat oral LD50 is 3.48, given as -log10 of the dose in mol/kg body weight (higher means more acutely toxic). (4) The drug is CCCC(c1ccc(CCCl)cc1)c1c(O)c2ccccc2oc1=O. The rat oral LD50 is 4.30, given as -log10 of the dose in mol/kg body weight (higher means more acutely toxic). (5) The compound is O=NN1CCCOC1. The rat oral LD50 is 2.29, given as -log10 of the dose in mol/kg body weight (higher means more acutely toxic). (6) The compound is Cc1ccc2ccccc2n1. The rat oral LD50 is 2.07, given as -log10 of the dose in mol/kg body weight (higher means more acutely toxic). (7) The drug is CNc1cccc2ccccc12. The rat oral LD50 is 2.05, given as -log10 of the dose in mol/kg body weight (higher means more acutely toxic).